This data is from hERG potassium channel inhibition data for cardiac toxicity prediction from Karim et al.. The task is: Regression/Classification. Given a drug SMILES string, predict its toxicity properties. Task type varies by dataset: regression for continuous values (e.g., LD50, hERG inhibition percentage) or binary classification for toxic/non-toxic outcomes (e.g., AMES mutagenicity, cardiotoxicity, hepatotoxicity). Dataset: herg_karim. The compound is O=C(CNC(=O)c1cccc(C(F)(F)F)c1)NC1CN([C@H]2CC[C@@](O)(c3ccc(OC4CCC4)nc3)CC2)C1. The result is 1 (blocker).